From a dataset of NCI-60 drug combinations with 297,098 pairs across 59 cell lines. Regression. Given two drug SMILES strings and cell line genomic features, predict the synergy score measuring deviation from expected non-interaction effect. (1) Drug 1: CC1OCC2C(O1)C(C(C(O2)OC3C4COC(=O)C4C(C5=CC6=C(C=C35)OCO6)C7=CC(=C(C(=C7)OC)O)OC)O)O. Drug 2: C1C(C(OC1N2C=C(C(=O)NC2=O)F)CO)O. Cell line: T-47D. Synergy scores: CSS=39.4, Synergy_ZIP=-1.83, Synergy_Bliss=4.05, Synergy_Loewe=3.34, Synergy_HSA=4.72. (2) Synergy scores: CSS=4.24, Synergy_ZIP=-0.819, Synergy_Bliss=-2.25, Synergy_Loewe=-6.19, Synergy_HSA=-6.13. Drug 1: C1=NC2=C(N=C(N=C2N1C3C(C(C(O3)CO)O)F)Cl)N. Cell line: SNB-75. Drug 2: CN(CCCl)CCCl.Cl. (3) Drug 1: CC1=CC2C(CCC3(C2CCC3(C(=O)C)OC(=O)C)C)C4(C1=CC(=O)CC4)C. Drug 2: CCC1(CC2CC(C3=C(CCN(C2)C1)C4=CC=CC=C4N3)(C5=C(C=C6C(=C5)C78CCN9C7C(C=CC9)(C(C(C8N6C=O)(C(=O)OC)O)OC(=O)C)CC)OC)C(=O)OC)O.OS(=O)(=O)O. Cell line: HL-60(TB). Synergy scores: CSS=57.5, Synergy_ZIP=6.43, Synergy_Bliss=6.93, Synergy_Loewe=-56.9, Synergy_HSA=5.33. (4) Drug 1: CN1CCC(CC1)COC2=C(C=C3C(=C2)N=CN=C3NC4=C(C=C(C=C4)Br)F)OC. Synergy scores: CSS=34.7, Synergy_ZIP=4.19, Synergy_Bliss=6.07, Synergy_Loewe=11.8, Synergy_HSA=12.1. Cell line: OVCAR-5. Drug 2: C1C(C(OC1N2C=C(C(=O)NC2=O)F)CO)O. (5) Cell line: MALME-3M. Drug 2: C1=C(C(=O)NC(=O)N1)F. Drug 1: CN(C)N=NC1=C(NC=N1)C(=O)N. Synergy scores: CSS=32.9, Synergy_ZIP=6.02, Synergy_Bliss=7.07, Synergy_Loewe=-2.46, Synergy_HSA=5.21. (6) Drug 1: CC1OCC2C(O1)C(C(C(O2)OC3C4COC(=O)C4C(C5=CC6=C(C=C35)OCO6)C7=CC(=C(C(=C7)OC)O)OC)O)O. Drug 2: CC1=C2C(C(=O)C3(C(CC4C(C3C(C(C2(C)C)(CC1OC(=O)C(C(C5=CC=CC=C5)NC(=O)OC(C)(C)C)O)O)OC(=O)C6=CC=CC=C6)(CO4)OC(=O)C)O)C)O. Cell line: SW-620. Synergy scores: CSS=37.0, Synergy_ZIP=-19.2, Synergy_Bliss=-14.9, Synergy_Loewe=-12.6, Synergy_HSA=-10.1. (7) Drug 1: C1CC(C1)(C(=O)O)C(=O)O.[NH2-].[NH2-].[Pt+2]. Drug 2: CC(C)NC(=O)C1=CC=C(C=C1)CNNC.Cl. Cell line: SNB-75. Synergy scores: CSS=-2.66, Synergy_ZIP=2.54, Synergy_Bliss=3.65, Synergy_Loewe=1.38, Synergy_HSA=-0.0450. (8) Drug 1: CCCCCOC(=O)NC1=NC(=O)N(C=C1F)C2C(C(C(O2)C)O)O. Drug 2: CC12CCC3C(C1CCC2O)C(CC4=C3C=CC(=C4)O)CCCCCCCCCS(=O)CCCC(C(F)(F)F)(F)F. Synergy scores: CSS=-7.37, Synergy_ZIP=1.57, Synergy_Bliss=-2.08, Synergy_Loewe=-8.37, Synergy_HSA=-7.36. Cell line: ACHN.